Dataset: HIV replication inhibition screening data with 41,000+ compounds from the AIDS Antiviral Screen. Task: Binary Classification. Given a drug SMILES string, predict its activity (active/inactive) in a high-throughput screening assay against a specified biological target. (1) The result is 0 (inactive). The drug is Brc1ccc(-c2nnc(-c3nn(-c4ccccc4)c4nc5ccccc5nc34)o2)cc1. (2) The molecule is CCOc1ccc(C(=O)Nc2ccc(C3=NCCN3)cc2)cc1C(=O)Nc1ccc(C2=NCCN2)cc1. The result is 1 (active).